From a dataset of Full USPTO retrosynthesis dataset with 1.9M reactions from patents (1976-2016). Predict the reactants needed to synthesize the given product. (1) Given the product [CH3:6][C:7]1[CH:12]=[CH:11][CH:10]=[C:9]([CH3:13])[C:8]=1[CH2:14][S:15]([Cl:22])(=[O:18])=[O:16], predict the reactants needed to synthesize it. The reactants are: O1CCCC1.[CH3:6][C:7]1[CH:12]=[CH:11][CH:10]=[C:9]([CH3:13])[C:8]=1[CH2:14][S:15]([OH:18])(=O)=[O:16].C(Cl)(=O)C([Cl:22])=O. (2) Given the product [CH3:24][S:6][C:5]([N:7]1[CH2:11][CH2:10][CH2:9][CH:8]1[C:12]1[CH:16]=[C:15]([C:17]2[CH:22]=[CH:21][CH:20]=[C:19]([Cl:23])[CH:18]=2)[O:14][N:13]=1)=[N:4][CH:1]1[CH2:3][CH2:2]1, predict the reactants needed to synthesize it. The reactants are: [CH:1]1([NH:4][C:5]([N:7]2[CH2:11][CH2:10][CH2:9][CH:8]2[C:12]2[CH:16]=[C:15]([C:17]3[CH:22]=[CH:21][CH:20]=[C:19]([Cl:23])[CH:18]=3)[O:14][N:13]=2)=[S:6])[CH2:3][CH2:2]1.[CH3:24]I. (3) Given the product [NH2:6][OH:7].[OH:27][NH:26][C:8]([C:5]1[CH:4]=[C:3]([C:2]([F:12])([F:11])[F:1])[O:7][N:6]=1)=[O:9], predict the reactants needed to synthesize it. The reactants are: [F:1][C:2]([F:12])([F:11])[C:3]1[O:7][N:6]=[C:5]([C:8](O)=[O:9])[CH:4]=1.CN1CCOCC1.ClC(OCC)=O.[NH2:26][OH:27].Cl.[OH-].[K+]. (4) Given the product [CH2:1]([O:8][C:9]([CH3:17])([C:13]([F:16])([F:15])[F:14])[C:10]([NH:52][NH:51][C:53]([C:55]1[C:60]([NH:61][C:62](=[O:68])[O:63][C:64]([CH3:67])([CH3:66])[CH3:65])=[CH:59][C:58]([C:69]([F:70])([F:71])[F:72])=[C:57]([O:73][CH3:74])[N:56]=1)=[O:54])=[O:12])[C:2]1[CH:3]=[CH:4][CH:5]=[CH:6][CH:7]=1, predict the reactants needed to synthesize it. The reactants are: [CH2:1]([O:8][C:9]([CH3:17])([C:13]([F:16])([F:15])[F:14])[C:10]([OH:12])=O)[C:2]1[CH:7]=[CH:6][CH:5]=[CH:4][CH:3]=1.CN(C(ON1N=NC2C=CC=NC1=2)=[N+](C)C)C.F[P-](F)(F)(F)(F)F.CCN(C(C)C)C(C)C.[NH:51]([C:53]([C:55]1[C:60]([NH:61][C:62](=[O:68])[O:63][C:64]([CH3:67])([CH3:66])[CH3:65])=[CH:59][C:58]([C:69]([F:72])([F:71])[F:70])=[C:57]([O:73][CH3:74])[N:56]=1)=[O:54])[NH2:52]. (5) Given the product [C:20]([O:19][C:18](=[O:24])[NH:17][C@H:14]1[CH2:15][CH2:16][C@@H:11]([N:8]2[C:9](=[O:10])[C:4]3[CH:3]=[C:2]([F:1])[CH:34]=[N:33][C:5]=3[N:6]([C:26]3[CH:27]=[C:28]([C:40]4[CH:41]=[CH:42][C:37]([CH:35]=[O:36])=[CH:38][CH:39]=4)[CH:29]=[CH:30][CH:31]=3)[C:7]2=[O:25])[CH2:12][CH2:13]1)([CH3:23])([CH3:22])[CH3:21], predict the reactants needed to synthesize it. The reactants are: [F:1][C:2]1[CH:34]=[N:33][C:5]2[N:6]([C:26]3[CH:31]=[CH:30][CH:29]=[C:28](I)[CH:27]=3)[C:7](=[O:25])[N:8]([C@@H:11]3[CH2:16][CH2:15][C@H:14]([NH:17][C:18](=[O:24])[O:19][C:20]([CH3:23])([CH3:22])[CH3:21])[CH2:13][CH2:12]3)[C:9](=[O:10])[C:4]=2[CH:3]=1.[CH:35]([C:37]1[CH:42]=[CH:41][C:40](B(O)O)=[CH:39][CH:38]=1)=[O:36]. (6) Given the product [Br:37][CH2:38][CH2:39][CH2:40][N:9]1[C:10]2[CH:15]=[CH:14][CH:13]=[CH:12][C:11]=2[N:7]([C:1]2[CH:2]=[CH:3][CH:4]=[CH:5][CH:6]=2)[S:8]1(=[O:16])=[O:17], predict the reactants needed to synthesize it. The reactants are: [C:1]1([N:7]2[C:11]3[CH:12]=[CH:13][CH:14]=[CH:15][C:10]=3[NH:9][S:8]2(=[O:17])=[O:16])[CH:6]=[CH:5][CH:4]=[CH:3][CH:2]=1.C1(P(C2C=CC=CC=2)C2C=CC=CC=2)C=CC=CC=1.[Br:37][CH2:38][CH2:39][CH2:40]O.CC(OC(/N=N/C(OC(C)C)=O)=O)C. (7) Given the product [C:29]([O:28][CH:21]([CH2:22][N:23]1[CH2:24][CH2:25][CH2:26][CH2:27]1)[CH2:20][O:19][CH2:1][CH2:2][CH2:3][CH2:4][CH2:5][CH2:6][CH2:7][CH2:8]/[CH:9]=[CH:10]\[CH2:11]/[CH:12]=[CH:13]\[CH2:14][CH2:15][CH2:16][CH2:17][CH3:18])(=[O:47])[CH2:30][CH2:31][CH2:32][CH2:33][CH2:34][CH2:35][CH2:36]/[CH:37]=[CH:38]\[CH2:39]/[CH:40]=[CH:41]\[CH2:42][CH2:43][CH2:44][CH2:45][CH3:46], predict the reactants needed to synthesize it. The reactants are: [CH2:1]([O:19][CH2:20][CH:21]([OH:28])[CH2:22][N:23]1[CH2:27][CH2:26][CH2:25][CH2:24]1)[CH2:2][CH2:3][CH2:4][CH2:5][CH2:6][CH2:7][CH2:8]/[CH:9]=[CH:10]\[CH2:11]/[CH:12]=[CH:13]\[CH2:14][CH2:15][CH2:16][CH2:17][CH3:18].[C:29](O)(=[O:47])[CH2:30][CH2:31][CH2:32][CH2:33][CH2:34][CH2:35][CH2:36]/[CH:37]=[CH:38]\[CH2:39]/[CH:40]=[CH:41]\[CH2:42][CH2:43][CH2:44][CH2:45][CH3:46].Cl.C(N=C=NCCCN(C)C)C. (8) Given the product [CH3:22][C@@H:23]1[CH2:31][C:26]2([O:27][CH2:28][CH2:29][O:30]2)[CH2:25][C@@H:24]1[C:32]([NH:2][NH:1][C:3]1[N:4]=[C:5]2[CH:11]=[CH:10][N:9]([S:12]([C:15]3[CH:21]=[CH:20][C:18]([CH3:19])=[CH:17][CH:16]=3)(=[O:13])=[O:14])[C:6]2=[N:7][CH:8]=1)=[O:33], predict the reactants needed to synthesize it. The reactants are: [NH:1]([C:3]1[N:4]=[C:5]2[CH:11]=[CH:10][N:9]([S:12]([C:15]3[CH:21]=[CH:20][C:18]([CH3:19])=[CH:17][CH:16]=3)(=[O:14])=[O:13])[C:6]2=[N:7][CH:8]=1)[NH2:2].[CH3:22][C@@H:23]1[CH2:31][C:26]2([O:30][CH2:29][CH2:28][O:27]2)[CH2:25][C@@H:24]1[C:32](O)=[O:33].C(Cl)Cl.CN(C(ON1N=NC2C=CC=NC1=2)=[N+](C)C)C.F[P-](F)(F)(F)(F)F.